Task: Predict the product of the given reaction.. Dataset: Forward reaction prediction with 1.9M reactions from USPTO patents (1976-2016) (1) Given the reactants [CH3:1][O:2][C:3]([C:5]1([CH2:10][NH:11]C2CCCC2)[CH2:9][CH2:8][CH2:7][CH2:6]1)=[O:4].ClC1N=C(Cl)C([N+]([O-])=O)=CN=1.C(N(CC)CC)C, predict the reaction product. The product is: [CH3:1][O:2][C:3]([C:5]1([CH2:10][NH2:11])[CH2:6][CH2:7][CH2:8][CH2:9]1)=[O:4]. (2) The product is: [Cl:1][C:2]1[CH:3]=[C:4]([NH:8][C:9]2[N:14]=[C:13]([C:15]([F:17])([F:18])[F:16])[C:12]([CH:19]([OH:20])[CH3:21])=[CH:11][N:10]=2)[CH:5]=[CH:6][CH:7]=1. Given the reactants [Cl:1][C:2]1[CH:3]=[C:4]([NH:8][C:9]2[N:14]=[C:13]([C:15]([F:18])([F:17])[F:16])[C:12]([CH:19]=[O:20])=[CH:11][N:10]=2)[CH:5]=[CH:6][CH:7]=1.[CH3:21][Mg]Br, predict the reaction product. (3) Given the reactants [O:1]1[CH:5]=[CH:4][CH:3]=[C:2]1[C:6]1[O:7][C:8]([CH3:21])=[C:9]([CH2:11][O:12][C:13]2[N:18]=[CH:17][C:16]([CH2:19]O)=[CH:15][CH:14]=2)[N:10]=1.S(Cl)([Cl:24])=O, predict the reaction product. The product is: [Cl:24][CH2:19][C:16]1[CH:15]=[CH:14][C:13]([O:12][CH2:11][C:9]2[N:10]=[C:6]([C:2]3[O:1][CH:5]=[CH:4][CH:3]=3)[O:7][C:8]=2[CH3:21])=[N:18][CH:17]=1. (4) Given the reactants [C:1]1(=[O:7])[O:6][C:4](=[O:5])[CH2:3][CH2:2]1.[Br:8][C:9]1[CH:10]=[C:11]([CH3:15])[CH:12]=[CH:13][CH:14]=1.[Al+3].[Cl-].[Cl-].[Cl-].Cl, predict the reaction product. The product is: [Br:8][C:9]1[CH:14]=[CH:13][C:12]([C:1](=[O:7])[CH2:2][CH2:3][C:4]([OH:6])=[O:5])=[C:11]([CH3:15])[CH:10]=1. (5) Given the reactants [F:1][C:2]1[CH:3]=[C:4]([CH:8]=[C:9]([C:11]#[N:12])[CH:10]=1)[C:5](O)=[O:6].C(Cl)(=O)C([Cl:16])=O, predict the reaction product. The product is: [F:1][C:2]1[CH:3]=[C:4]([CH:8]=[C:9]([C:11]#[N:12])[CH:10]=1)[C:5]([Cl:16])=[O:6].